From a dataset of Catalyst prediction with 721,799 reactions and 888 catalyst types from USPTO. Predict which catalyst facilitates the given reaction. (1) Reactant: Cl.[C:2]1([C:19]2[CH:24]=[CH:23][CH:22]=[CH:21][CH:20]=2)[CH:7]=[CH:6][C:5]([C:8]2[N:9]=[C:10]([CH:13]3[CH2:18][CH2:17][NH:16][CH2:15][CH2:14]3)[NH:11][CH:12]=2)=[CH:4][CH:3]=1.C(Cl)CCl.C(N(CC)CC)C.[CH2:36]([N:40]=[C:41]=[S:42])[CH2:37][CH2:38][CH3:39]. Product: [C:2]1([C:19]2[CH:20]=[CH:21][CH:22]=[CH:23][CH:24]=2)[CH:7]=[CH:6][C:5]([C:8]2[N:9]=[C:10]([CH:13]3[CH2:18][CH2:17][N:16]([C:41](=[S:42])[NH:40][CH2:36][CH2:37][CH2:38][CH3:39])[CH2:15][CH2:14]3)[NH:11][CH:12]=2)=[CH:4][CH:3]=1. The catalyst class is: 6. (2) Reactant: [O:1]=[S:2]1(=[O:13])[CH:6]([CH3:7])[C:5]2[C:8]([Cl:12])=[CH:9][CH:10]=[CH:11][C:4]=2[NH:3]1.[N+:14]([O-])([O-:16])=[O:15].[Na+].S(=O)(=O)(O)O.N([O-])=O.[Na+]. Product: [O:13]=[S:2]1(=[O:1])[CH:6]([CH3:7])[C:5]2[C:8]([Cl:12])=[CH:9][CH:10]=[C:11]([N+:14]([O-:16])=[O:15])[C:4]=2[NH:3]1. The catalyst class is: 2. (3) Reactant: Cl.[OH:2][C:3]1[CH:16]=[C:15]2[C:6]([C:7](=[O:17])[O:8][C:9]32[CH2:14][CH2:13][NH:12][CH2:11][CH2:10]3)=[CH:5][CH:4]=1.[C:18]1([C:24]2[N:25]=[CH:26][C:27]([NH:30][C:31](=O)[O:32]C3C=CC=CC=3)=[N:28][CH:29]=2)[CH:23]=[CH:22][CH:21]=[CH:20][CH:19]=1.C(N(CC)CC)C.O. Product: [OH:2][C:3]1[CH:16]=[C:15]2[C:6]([C:7](=[O:17])[O:8][C:9]32[CH2:14][CH2:13][N:12]([C:31]([NH:30][C:27]2[CH:26]=[N:25][C:24]([C:18]4[CH:19]=[CH:20][CH:21]=[CH:22][CH:23]=4)=[CH:29][N:28]=2)=[O:32])[CH2:11][CH2:10]3)=[CH:5][CH:4]=1. The catalyst class is: 22.